This data is from Forward reaction prediction with 1.9M reactions from USPTO patents (1976-2016). The task is: Predict the product of the given reaction. (1) Given the reactants [S:1]1[CH:5]=[CH:4][N:3]=[C:2]1[CH:6]([OH:8])[CH3:7].[Br:9][CH2:10][C:11]([O:13][CH2:14][CH3:15])=[O:12], predict the reaction product. The product is: [Br-:9].[CH2:14]([O:13][C:11](=[O:12])[CH2:10][SH:1]1[CH:5]=[CH:4][NH+:3]=[C:2]1[CH:6]([OH:8])[CH3:7])[CH3:15]. (2) Given the reactants [NH:1]([C:3]1[CH:8]=[C:7]([C:9]([F:12])([F:11])[F:10])[CH:6]=[CH:5][N:4]=1)[NH2:2].O=[C:14]1[CH2:23][CH2:22][C:21]2[C:16](=[CH:17][CH:18]=[CH:19][CH:20]=2)[CH:15]1[C:24](OCC)=[O:25], predict the reaction product. The product is: [F:11][C:9]([F:12])([F:10])[C:7]1[CH:6]=[CH:5][N:4]=[C:3]([N:1]2[C:24]([OH:25])=[C:15]3[C:14]([CH2:23][CH2:22][C:21]4[CH:20]=[CH:19][CH:18]=[CH:17][C:16]=43)=[N:2]2)[CH:8]=1. (3) Given the reactants Br[C:2]1[CH:3]=[C:4]2[C:8](=[CH:9][CH:10]=1)[C:7](=[O:11])[N:6]([CH2:12][CH2:13][NH:14][C:15](=[O:21])[O:16][C:17]([CH3:20])([CH3:19])[CH3:18])[CH2:5]2.[CH3:22][C:23]1([CH3:39])[C:27]([CH3:29])([CH3:28])[O:26][B:25]([B:25]2[O:26][C:27]([CH3:29])([CH3:28])[C:23]([CH3:39])([CH3:22])[O:24]2)[O:24]1.C([O-])(=O)C.[K+], predict the reaction product. The product is: [O:11]=[C:7]1[C:8]2[C:4](=[CH:3][C:2]([B:25]3[O:26][C:27]([CH3:29])([CH3:28])[C:23]([CH3:39])([CH3:22])[O:24]3)=[CH:10][CH:9]=2)[CH2:5][N:6]1[CH2:12][CH2:13][NH:14][C:15](=[O:21])[O:16][C:17]([CH3:20])([CH3:19])[CH3:18]. (4) The product is: [F:33][C:34]([F:41])([F:40])[S:35]([O-:38])(=[O:37])=[O:36].[C:1]1([C:27]2[CH:28]=[CH:29][CH:30]=[CH:31][CH:32]=2)[CH:6]=[CH:5][CH:4]=[CH:3][C:2]=1[C@H:7]1[C@H:12]([C:13]2[CH:18]=[CH:17][CH:16]=[CH:15][C:14]=2[C:19]2[CH:24]=[CH:23][CH:22]=[CH:21][CH:20]=2)[N:11]2[CH2:25][CH2:26][N+:8]1([CH3:34])[CH2:9][CH2:10]2. Given the reactants [C:1]1([C:27]2[CH:32]=[CH:31][CH:30]=[CH:29][CH:28]=2)[CH:6]=[CH:5][CH:4]=[CH:3][C:2]=1[C@H:7]1[C@H:12]([C:13]2[CH:18]=[CH:17][CH:16]=[CH:15][C:14]=2[C:19]2[CH:24]=[CH:23][CH:22]=[CH:21][CH:20]=2)[N:11]2[CH2:25][CH2:26][N:8]1[CH2:9][CH2:10]2.[F:33][C:34]([F:41])([F:40])[S:35]([O:38]C)(=[O:37])=[O:36], predict the reaction product. (5) Given the reactants Br[C:2]1[S:6][C:5]([N:7]2[CH2:11][C:10]3([CH:16]4[CH2:17][CH2:18][N:13]([CH2:14][CH2:15]4)[CH2:12]3)[O:9][C:8]2=[O:19])=[N:4][CH:3]=1.C([Sn](CCCC)(CCCC)[C:25]1[CH:30]=[CH:29][N:28]=[CH:27][CH:26]=1)CCC, predict the reaction product. The product is: [N:28]1[CH:29]=[CH:30][C:25]([C:2]2[S:6][C:5]([N:7]3[CH2:11][C:10]4([CH:16]5[CH2:17][CH2:18][N:13]([CH2:14][CH2:15]5)[CH2:12]4)[O:9][C:8]3=[O:19])=[N:4][CH:3]=2)=[CH:26][CH:27]=1. (6) Given the reactants C(OC([N:8]1[CH2:13][CH2:12][CH:11]([N:14]([CH2:19][C:20]2[CH:25]=[CH:24][CH:23]=[C:22]([C:26]3[C:31]([F:32])=[CH:30][N:29]=[C:28](Cl)[N:27]=3)[CH:21]=2)[S:15]([CH3:18])(=[O:17])=[O:16])[CH2:10][CH2:9]1)=O)(C)(C)C.[NH2:34][CH2:35][CH2:36][C:37]1[CH:42]=[CH:41][C:40]([OH:43])=[C:39]([O:44][CH3:45])[CH:38]=1, predict the reaction product. The product is: [F:32][C:31]1[C:26]([C:22]2[CH:21]=[C:20]([CH:25]=[CH:24][CH:23]=2)[CH2:19][N:14]([CH:11]2[CH2:10][CH2:9][NH:8][CH2:13][CH2:12]2)[S:15]([CH3:18])(=[O:17])=[O:16])=[N:27][C:28]([NH:34][CH2:35][CH2:36][C:37]2[CH:42]=[CH:41][C:40]([OH:43])=[C:39]([O:44][CH3:45])[CH:38]=2)=[N:29][CH:30]=1.